This data is from NCI-60 drug combinations with 297,098 pairs across 59 cell lines. The task is: Regression. Given two drug SMILES strings and cell line genomic features, predict the synergy score measuring deviation from expected non-interaction effect. (1) Drug 1: CC1=C(C(CCC1)(C)C)C=CC(=CC=CC(=CC(=O)O)C)C. Drug 2: C1C(C(OC1N2C=NC3=C2NC=NCC3O)CO)O. Cell line: HOP-62. Synergy scores: CSS=8.81, Synergy_ZIP=-6.92, Synergy_Bliss=-7.37, Synergy_Loewe=-8.07, Synergy_HSA=-6.85. (2) Drug 1: CN1C(=O)N2C=NC(=C2N=N1)C(=O)N. Drug 2: C1=NNC2=C1C(=O)NC=N2. Cell line: UO-31. Synergy scores: CSS=1.23, Synergy_ZIP=-1.62, Synergy_Bliss=0.243, Synergy_Loewe=-1.21, Synergy_HSA=0.0676. (3) Drug 1: CS(=O)(=O)CCNCC1=CC=C(O1)C2=CC3=C(C=C2)N=CN=C3NC4=CC(=C(C=C4)OCC5=CC(=CC=C5)F)Cl. Drug 2: N.N.Cl[Pt+2]Cl. Cell line: TK-10. Synergy scores: CSS=24.7, Synergy_ZIP=-8.82, Synergy_Bliss=1.88, Synergy_Loewe=-1.60, Synergy_HSA=3.83.